This data is from Full USPTO retrosynthesis dataset with 1.9M reactions from patents (1976-2016). The task is: Predict the reactants needed to synthesize the given product. Given the product [Br:21][C:22]1[CH:23]=[C:24]([S:29]([NH:53][C:47]2[C:48]([O:51][CH3:52])=[N:49][CH:50]=[C:45]([Cl:44])[CH:46]=2)(=[O:31])=[O:30])[CH:25]=[N:26][C:27]=1[Cl:28], predict the reactants needed to synthesize it. The reactants are: ClC1C=C(OC)C(NS(C2SC(C)=NC=2C)(=O)=O)=NC=1.[Br:21][C:22]1[CH:23]=[C:24]([S:29](Cl)(=[O:31])=[O:30])[CH:25]=[N:26][C:27]=1[Cl:28].CC1N=C(C)SC=1S(Cl)(=O)=O.[Cl:44][C:45]1[CH:46]=[C:47]([NH2:53])[C:48]([O:51][CH3:52])=[N:49][CH:50]=1.ClC1C=C(OC)C(N)=NC=1.